From a dataset of NCI-60 drug combinations with 297,098 pairs across 59 cell lines. Regression. Given two drug SMILES strings and cell line genomic features, predict the synergy score measuring deviation from expected non-interaction effect. Drug 1: C(CC(=O)O)C(=O)CN.Cl. Drug 2: C(CCl)NC(=O)N(CCCl)N=O. Cell line: OVCAR3. Synergy scores: CSS=12.6, Synergy_ZIP=-6.86, Synergy_Bliss=0.917, Synergy_Loewe=-5.90, Synergy_HSA=-1.69.